Predict the product of the given reaction. From a dataset of Forward reaction prediction with 1.9M reactions from USPTO patents (1976-2016). (1) Given the reactants [F:1][C:2]([P:8]([C:13]([F:19])([F:18])[C:14]([F:17])([F:16])[F:15])(=[O:12])[O:9]CC)([F:7])[C:3]([F:6])([F:5])[F:4].[N:20]1[CH:25]=[CH:24][CH:23]=[CH:22][CH:21]=1, predict the reaction product. The product is: [F:7][C:2]([P:8]([C:13]([F:18])([F:19])[C:14]([F:17])([F:16])[F:15])(=[O:9])[O-:12])([F:1])[C:3]([F:6])([F:5])[F:4].[CH2:25]([N+:20]1[CH:14]=[CH:13][CH:23]=[CH:22][CH:21]=1)[CH3:24]. (2) Given the reactants [OH:1][C@@H:2]1[CH2:6][N:5]([CH2:7][CH2:8][N:9]2[C:18]3[C:13](=[CH:14][CH:15]=[C:16]([O:19][CH3:20])[CH:17]=3)[CH:12]=[CH:11][C:10]2=[O:21])[CH2:4][C@@H:3]1[CH2:22][NH:23]C(=O)OCC1C=CC=CC=1, predict the reaction product. The product is: [NH2:23][CH2:22][C@@H:3]1[C@H:2]([OH:1])[CH2:6][N:5]([CH2:7][CH2:8][N:9]2[C:18]3[C:13](=[CH:14][CH:15]=[C:16]([O:19][CH3:20])[CH:17]=3)[CH:12]=[CH:11][C:10]2=[O:21])[CH2:4]1. (3) Given the reactants [O:1]1[C:5]2[CH:6]=[CH:7][CH:8]=[CH:9][C:4]=2[CH:3]=[C:2]1[C:10]1[C:18]2[C:13](=[CH:14][CH:15]=[C:16]([C:19](O)=[O:20])[CH:17]=2)[N:12](C2CCCCO2)[N:11]=1.F[P-](F)(F)(F)(F)F.N1(OC(N(C)C)=[N+](C)C)C2C=CC=CC=2N=N1.[CH2:52]([NH2:56])[CH:53]([CH3:55])[CH3:54], predict the reaction product. The product is: [O:1]1[C:5]2[CH:6]=[CH:7][CH:8]=[CH:9][C:4]=2[CH:3]=[C:2]1[C:10]1[C:18]2[C:13](=[CH:14][CH:15]=[C:16]([C:19]([NH:56][CH2:52][CH:53]([CH3:55])[CH3:54])=[O:20])[CH:17]=2)[NH:12][N:11]=1. (4) Given the reactants BrC1C(C)=[C:4]([C:12]2[CH2:16][CH2:15]ON=2)[C:5]([S:8](C)(=[O:10])=[O:9])=[CH:6][CH:7]=1.[CH3:18][N:19]1[C:23]([OH:24])=[CH:22][CH:21]=[N:20]1.[C:25](=[O:28])([O-])[O-].[K+].[K+].C([N:33]([CH2:36][CH3:37])CC)C.C1(P(C2C=CC=CC=2)C2C=CC=CC=2)C=CC=CC=1.[O:57]1[CH2:62][CH2:61]OCC1, predict the reaction product. The product is: [CH3:18][N:19]1[C:23]([OH:24])=[C:22]([C:25](=[O:28])[C:12]2[C:16]([CH3:15])=[C:37]([C:36]3[CH2:61][CH2:62][O:57][N:33]=3)[CH:6]([CH3:7])[C:5](=[S:8](=[O:10])=[O:9])[CH:4]=2)[CH:21]=[N:20]1. (5) Given the reactants [CH2:1]([O:3][C:4](=[O:41])[CH2:5][CH:6]1[CH2:11][CH2:10][CH:9]([C:12]([N:14]2[C:23]3[C:18](=[CH:19][C:20]([C:24]([F:27])([F:26])[F:25])=[CH:21][CH:22]=3)[C@@H:17]([NH:28]C(OCC3C=CC=CC=3)=O)[CH2:16][C@H:15]2[CH2:39][CH3:40])=[O:13])[CH2:8][CH2:7]1)[CH3:2], predict the reaction product. The product is: [CH2:1]([O:3][C:4](=[O:41])[CH2:5][CH:6]1[CH2:7][CH2:8][CH:9]([C:12]([N:14]2[C:23]3[C:18](=[CH:19][C:20]([C:24]([F:26])([F:27])[F:25])=[CH:21][CH:22]=3)[C@@H:17]([NH2:28])[CH2:16][C@H:15]2[CH2:39][CH3:40])=[O:13])[CH2:10][CH2:11]1)[CH3:2].